From a dataset of Catalyst prediction with 721,799 reactions and 888 catalyst types from USPTO. Predict which catalyst facilitates the given reaction. (1) Reactant: N[C@H:2]1[CH2:11][CH2:10][C:9]2[C:8]([S:12]([NH:15][C:16]3[N:21]=[CH:20][CH:19]=[CH:18][N:17]=3)(=[O:14])=[O:13])=[CH:7][CH:6]=[C:5]([O:22][CH3:23])[C:4]=2[CH2:3]1.C=O.[C:26](O)(=O)C.[C:30]([BH3-])#[N:31].[Na+]. Product: [CH3:26][N:31]([CH3:30])[C@H:2]1[CH2:11][CH2:10][C:9]2[C:8]([S:12]([NH:15][C:16]3[N:21]=[CH:20][CH:19]=[CH:18][N:17]=3)(=[O:14])=[O:13])=[CH:7][CH:6]=[C:5]([O:22][CH3:23])[C:4]=2[CH2:3]1. The catalyst class is: 5. (2) Reactant: [C:1]([C:4]1[C:9]([C:10]2[CH:15]=[CH:14][CH:13]=[CH:12][CH:11]=2)=[N:8][N:7]([CH2:16][CH3:17])[C:6](=[O:18])[C:5]=1[N+:19]([O-])=O)(=[O:3])[CH3:2].C(OC(=O)[NH:28][CH2:29][C:30]1[CH:35]=[CH:34][C:33](N)=[CH:32][CH:31]=1)(C)(C)C.FC(F)(F)C(O)=O.ClCCl. Product: [C:1]([C:4]1[C:9]([C:10]2[CH:15]=[CH:14][CH:13]=[CH:12][CH:11]=2)=[N:8][N:7]([CH2:16][CH3:17])[C:6](=[O:18])[C:5]=1[NH:19][C:33]1[CH:34]=[CH:35][C:30]([CH2:29][NH2:28])=[CH:31][CH:32]=1)(=[O:3])[CH3:2]. The catalyst class is: 8. (3) Reactant: [NH2:1][C:2]1[CH:7]=[CH:6][N:5]2[C:8]([CH3:12])=[C:9]([CH3:11])[N:10]=[C:4]2[C:3]=1[NH:13][CH2:14][C:15]1[C:20]([CH3:21])=[CH:19][CH:18]=[CH:17][C:16]=1[CH3:22].[C:23](OC(=O)C)(=[O:25])[CH3:24].C(N(CC)CC)C. Product: [CH3:22][C:16]1[CH:17]=[CH:18][CH:19]=[C:20]([CH3:21])[C:15]=1[CH2:14][NH:13][C:3]1[C:4]2[N:5]([C:8]([CH3:12])=[C:9]([CH3:11])[N:10]=2)[CH:6]=[CH:7][C:2]=1[NH:1][C:23](=[O:25])[CH3:24]. The catalyst class is: 2.